This data is from Reaction yield outcomes from USPTO patents with 853,638 reactions. The task is: Predict the reaction yield, written as a fraction of the theoretical maximum amount of product (1.0 means a 100% yield; for example, 0.34 means a 34% yield). (1) The reactants are [Br:1][C:2]1[CH:3]=[C:4]2[C:8](=[C:9]([C:11](O)=[O:12])[CH:10]=1)[NH:7][CH:6]=[C:5]2[CH2:14][CH:15]1[CH2:20][CH2:19][S:18](=[O:22])(=[O:21])[CH2:17][CH2:16]1.CC[N:25](CC)CC.CN(C(ON1N=NC2C=CC=CC1=2)=[N+](C)C)C.[B-](F)(F)(F)F.N.CO. The catalyst is C(Cl)Cl. The product is [Br:1][C:2]1[CH:3]=[C:4]2[C:8](=[C:9]([C:11]([NH2:25])=[O:12])[CH:10]=1)[NH:7][CH:6]=[C:5]2[CH2:14][CH:15]1[CH2:20][CH2:19][S:18](=[O:22])(=[O:21])[CH2:17][CH2:16]1. The yield is 0.650. (2) The reactants are COC(=O)[CH2:4][NH:5][CH2:6][C@@H:7]([NH:11][C:12]([O:14]CC1C=CC=CC=1)=O)[CH2:8][O:9][CH3:10].C. The catalyst is CO. The product is [CH3:10][O:9][CH2:8][C@@H:7]1[NH:11][C:12](=[O:14])[CH2:4][NH:5][CH2:6]1. The yield is 0.830. (3) The reactants are [Cl:1][C:2]1[CH:7]=[CH:6][C:5]([S:8]([N:11]2[CH:19]3[CH2:20][CH2:21][CH2:22][CH:12]2[C:13]2[N:14]=[N:15][N:16](S(C4C=CC(Cl)=CC=4)(=O)=O)[C:17]=2[CH2:18]3)(=[O:10])=[O:9])=[CH:4][CH:3]=1.[OH-].[Na+]. The catalyst is C1COCC1.O. The product is [Cl:1][C:2]1[CH:7]=[CH:6][C:5]([S:8]([N:11]2[CH:19]3[CH2:20][CH2:21][CH2:22][CH:12]2[C:13]2[N:14]=[N:15][NH:16][C:17]=2[CH2:18]3)(=[O:9])=[O:10])=[CH:4][CH:3]=1. The yield is 0.540. (4) The reactants are [Cl:1][C:2]1[N:7]2[N:8]=[C:9]([C:11]3[CH:16]=[CH:15][C:14]([F:17])=[CH:13][CH:12]=3)[CH:10]=[C:6]2[CH:5]=[CH:4][CH:3]=1.[C:18](OC(=O)C)(=[O:20])[CH3:19].B(F)(F)F. The catalyst is C1(C)C=CC=CC=1. The product is [Cl:1][C:2]1[N:7]2[N:8]=[C:9]([C:11]3[CH:16]=[CH:15][C:14]([F:17])=[CH:13][CH:12]=3)[C:10]([C:18](=[O:20])[CH3:19])=[C:6]2[CH:5]=[CH:4][CH:3]=1. The yield is 0.770. (5) The reactants are [C:1]([O:5][C:6]([N:8]1[CH2:13][CH2:12][C@@H:11]([NH2:14])[C@H:10]([OH:15])[CH2:9]1)=[O:7])([CH3:4])([CH3:3])[CH3:2].[C:16](=N)([C:23]1[CH:28]=[CH:27][CH:26]=[CH:25][CH:24]=1)[C:17]1[CH:22]=[CH:21][CH:20]=[CH:19][CH:18]=1.C(N(CC)CC)C. The catalyst is C1(C)C=CC=CC=1. The product is [C:1]([O:5][C:6]([N:8]1[CH2:13][CH2:12][C@@H:11]([N:14]=[C:16]([C:17]2[CH:22]=[CH:21][CH:20]=[CH:19][CH:18]=2)[C:23]2[CH:28]=[CH:27][CH:26]=[CH:25][CH:24]=2)[C@H:10]([OH:15])[CH2:9]1)=[O:7])([CH3:4])([CH3:2])[CH3:3]. The yield is 0.860. (6) The reactants are [F:1][C:2]1[CH:7]=[CH:6][CH:5]=[CH:4][C:3]=1[C:8]1[CH:13]=[CH:12][C:11](B(O)O)=[C:10]([O:17][CH3:18])[C:9]=1[O:19][CH3:20].[F:21][C:22]1[CH:27]=[CH:26][C:25]([Br:28])=[CH:24][C:23]=1I.C(=O)([O-])[O-].[Na+].[Na+]. The catalyst is C1(C)C=CC=CC=1. The product is [Br:28][C:25]1[CH:24]=[CH:23][C:22]([F:21])=[C:27]([C:11]2[CH:12]=[CH:13][C:8]([C:3]3[CH:4]=[CH:5][CH:6]=[CH:7][C:2]=3[F:1])=[C:9]([O:19][CH3:20])[C:10]=2[O:17][CH3:18])[CH:26]=1. The yield is 0.800. (7) The reactants are [N+:1]([C:4]1[CH:11]=[C:10]([N+:12]([O-])=O)[CH:9]=[CH:8][C:5]=1[CH:6]=[O:7])([O-])=O.[N+](C1C([N+]([O-])=O)=C(C=CC=1)C=O)([O-])=O. The catalyst is C(O)(=O)C.C(OCC)(=O)C.O.[Fe]. The product is [NH2:1][C:4]1[CH:11]=[C:10]([NH2:12])[CH:9]=[CH:8][C:5]=1[CH:6]=[O:7]. The yield is 0.710.